Dataset: Catalyst prediction with 721,799 reactions and 888 catalyst types from USPTO. Task: Predict which catalyst facilitates the given reaction. (1) Reactant: [F:1][C:2]1[CH:10]=[C:9]([C:11]([F:14])([F:13])[F:12])[CH:8]=[CH:7][C:3]=1[C:4](Cl)=[O:5].[NH2:15][C:16]([CH3:32])([CH2:19][N:20]1[N:24]=[C:23]2[C:25]([Cl:31])=[CH:26][C:27]([Cl:30])=[C:28]([Cl:29])[C:22]2=[N:21]1)[C:17]#[N:18]. The catalyst class is: 1. Product: [C:17]([C:16]([NH:15][C:4](=[O:5])[C:3]1[CH:7]=[CH:8][C:9]([C:11]([F:14])([F:13])[F:12])=[CH:10][C:2]=1[F:1])([CH3:32])[CH2:19][N:20]1[N:24]=[C:23]2[C:25]([Cl:31])=[CH:26][C:27]([Cl:30])=[C:28]([Cl:29])[C:22]2=[N:21]1)#[N:18]. (2) Reactant: [CH3:1][C:2]1([CH2:7][CH:8]=O)OCCO1.[Br:10][C:11]1[CH:12]=[N:13][CH:14]=[C:15]([N+:19]([O-:21])=[O:20])[C:16]=1[NH:17][NH2:18]. Product: [Br:10][C:11]1[CH:12]=[N:13][CH:14]=[C:15]([N+:19]([O-:21])=[O:20])[C:16]=1[N:17]1[C:2]([CH3:1])=[CH:7][CH:8]=[N:18]1. The catalyst class is: 8. (3) Reactant: [OH-].[Li+].[F:3][C:4]1([F:32])[CH2:9][CH2:8][N:7]([C:10]2[N:15]=[C:14]([C:16]([NH:18][C:19]3[C:28]([CH3:29])=[CH:27][C:22]([C:23]([O:25]C)=[O:24])=[CH:21][C:20]=3[CH3:30])=[O:17])[C:13]([CH3:31])=[CH:12][CH:11]=2)[CH2:6][CH2:5]1.O.CO. Product: [F:32][C:4]1([F:3])[CH2:9][CH2:8][N:7]([C:10]2[N:15]=[C:14]([C:16]([NH:18][C:19]3[C:20]([CH3:30])=[CH:21][C:22]([C:23]([OH:25])=[O:24])=[CH:27][C:28]=3[CH3:29])=[O:17])[C:13]([CH3:31])=[CH:12][CH:11]=2)[CH2:6][CH2:5]1. The catalyst class is: 1. (4) Reactant: Br[C:2]1[CH:3]=[N:4][CH:5]=[CH:6][C:7]=1[CH2:8][C:9]([C:11]1[CH:12]=[C:13]2[C:17](=[CH:18][CH:19]=1)[C:16](=[N:20][O:21][Si](C(C)(C)C)(C)C)[CH2:15][CH2:14]2)=[O:10].C[Si]([N-][Si](C)(C)C)(C)C.[Na+].[N:39]([CH2:42][CH2:43][CH3:44])=[C:40]=[S:41].CCCC[N+](CCCC)(CCCC)CCCC.[F-]. Product: [OH:21][N:20]=[C:16]1[C:17]2[C:13](=[CH:12][C:11]([C:9]([C:8]3[C:7]4[C:2](=[CH:3][N:4]=[CH:5][CH:6]=4)[S:41][C:40]=3[NH:39][CH2:42][CH2:43][CH3:44])=[O:10])=[CH:19][CH:18]=2)[CH2:14][CH2:15]1. The catalyst class is: 514. (5) Reactant: C[Li].[CH2:3]([C:10]1([C:20]#[CH:21])[CH2:19][CH2:18][C:13]2([O:17][CH2:16][CH2:15][O:14]2)[CH2:12][CH2:11]1)[C:4]1[CH:9]=[CH:8][CH:7]=[CH:6][CH:5]=1.[CH3:22][Si:23](Cl)([CH3:25])[CH3:24]. Product: [CH2:3]([C:10]1([C:20]#[C:21][Si:23]([CH3:25])([CH3:24])[CH3:22])[CH2:19][CH2:18][C:13]2([O:14][CH2:15][CH2:16][O:17]2)[CH2:12][CH2:11]1)[C:4]1[CH:5]=[CH:6][CH:7]=[CH:8][CH:9]=1. The catalyst class is: 1.